From a dataset of Forward reaction prediction with 1.9M reactions from USPTO patents (1976-2016). Predict the product of the given reaction. Given the reactants Cl.O1CCOCC1.OC(C(F)(F)F)=O.OC(C(F)(F)F)=O.[S:22]1[C:26]2[CH:27]=[CH:28][CH:29]=[CH:30][C:25]=2[N:24]=[C:23]1[N:31]1[CH2:36][CH2:35][N:34](C(OC(C)(C)C)=O)[CH2:33][CH:32]1[CH2:44][O:45][C:46]1[CH:47]=[N:48][CH:49]=[CH:50][CH:51]=1, predict the reaction product. The product is: [N:48]1[CH:49]=[CH:50][CH:51]=[C:46]([O:45][CH2:44][CH:32]2[CH2:33][NH:34][CH2:35][CH2:36][N:31]2[C:23]2[S:22][C:26]3[CH:27]=[CH:28][CH:29]=[CH:30][C:25]=3[N:24]=2)[CH:47]=1.